From a dataset of Forward reaction prediction with 1.9M reactions from USPTO patents (1976-2016). Predict the product of the given reaction. (1) Given the reactants [K].[CH3:2][O:3][CH2:4][C:5]([CH:7]1[CH2:11][CH2:10][N:9]([C:12]([O:14][C:15]([CH3:18])([CH3:17])[CH3:16])=[O:13])[C:8]1=[O:19])=O.Cl.[NH2:21][C:22]1[CH:27]=[CH:26][CH:25]=[CH:24][CH:23]=1.O.C1(C)C=CC(S(O)(=O)=O)=CC=1, predict the reaction product. The product is: [CH3:2][O:3][CH2:4][C:5](=[C:7]1[CH2:11][CH2:10][N:9]([C:12]([O:14][C:15]([CH3:18])([CH3:17])[CH3:16])=[O:13])[C:8]1=[O:19])[NH:21][C:22]1[CH:27]=[CH:26][CH:25]=[CH:24][CH:23]=1. (2) Given the reactants [Cl:1][C:2]1[CH:12]=[C:11]([Cl:13])[C:10]([Cl:14])=[CH:9][C:3]=1[O:4][CH2:5][C:6]([OH:8])=O.[NH2:15][C:16]1[CH:17]=[C:18]([CH:22]=[CH:23][CH:24]=1)[C:19]([NH2:21])=[O:20].C(Cl)CCl.C1C=CC2N(O)N=NC=2C=1.CCN(C(C)C)C(C)C, predict the reaction product. The product is: [Cl:1][C:2]1[CH:12]=[C:11]([Cl:13])[C:10]([Cl:14])=[CH:9][C:3]=1[O:4][CH2:5][C:6]([NH:15][C:16]1[CH:17]=[C:18]([CH:22]=[CH:23][CH:24]=1)[C:19]([NH2:21])=[O:20])=[O:8].